Dataset: Forward reaction prediction with 1.9M reactions from USPTO patents (1976-2016). Task: Predict the product of the given reaction. (1) Given the reactants COC[O:4][C:5]1[CH:6]=[C:7]([C:11]2[N:12]=[C:13]([N:24]3[CH2:29][CH2:28][O:27][CH2:26][CH2:25]3)[C:14]3[N:20]=[CH:19][C:18]([CH2:21][C:22]#[N:23])=[CH:17][C:15]=3[N:16]=2)[CH:8]=[CH:9][CH:10]=1.Cl, predict the reaction product. The product is: [OH:4][C:5]1[CH:6]=[C:7]([C:11]2[N:12]=[C:13]([N:24]3[CH2:25][CH2:26][O:27][CH2:28][CH2:29]3)[C:14]3[N:20]=[CH:19][C:18]([CH2:21][C:22]#[N:23])=[CH:17][C:15]=3[N:16]=2)[CH:8]=[CH:9][CH:10]=1. (2) Given the reactants [CH3:1][O:2][CH2:3][O:4][C:5]1[CH:10]=[CH:9][C:8]([C:11]([F:14])([F:13])[F:12])=[CH:7][CH:6]=1.[Li]CCCC.B(OC)(OC)[O:21]C.OO.[NH4+].[Cl-], predict the reaction product. The product is: [CH3:1][O:2][CH2:3][O:4][C:5]1[CH:10]=[CH:9][C:8]([C:11]([F:12])([F:13])[F:14])=[CH:7][C:6]=1[OH:21]. (3) Given the reactants CCOC(C1CC(C(OCC)=O)=C(C)NC=1C)=O.C([C@H]1N[C@@H](C2OC(C)=CC=2)N(C)C1=O)C1C=CC=CC=1.ClC(Cl)(Cl)C(O)=O.[CH2:46]([C:48]1[CH:49]([C:54]([O:56][CH2:57][CH3:58])=[O:55])[CH2:50][C:51](=[O:53])[CH:52]=1)[CH3:47], predict the reaction product. The product is: [CH2:46]([CH:48]1[CH2:52][C:51](=[O:53])[CH2:50][CH:49]1[C:54]([O:56][CH2:57][CH3:58])=[O:55])[CH3:47]. (4) Given the reactants [CH3:1][O:2][C:3](=[O:20])[CH2:4][C:5]1[CH:10]=[CH:9][CH:8]=[C:7]([NH:11][C:12]([C:14]2[O:15][C:16](Br)=[CH:17][CH:18]=2)=[O:13])[CH:6]=1.[Cl:21][C:22]1[CH:27]=[CH:26][C:25](B(O)O)=[CH:24][CH:23]=1, predict the reaction product. The product is: [CH3:1][O:2][C:3](=[O:20])[CH2:4][C:5]1[CH:10]=[CH:9][CH:8]=[C:7]([NH:11][C:12]([C:14]2[O:15][C:16]([C:25]3[CH:26]=[CH:27][C:22]([Cl:21])=[CH:23][CH:24]=3)=[CH:17][CH:18]=2)=[O:13])[CH:6]=1.